Predict which catalyst facilitates the given reaction. From a dataset of Catalyst prediction with 721,799 reactions and 888 catalyst types from USPTO. (1) Reactant: [Cl:1][C:2]1[CH:20]=[C:6]([C:7]([NH:9][CH2:10][CH2:11][CH2:12][CH2:13][CH2:14][CH2:15][CH2:16][C:17]([OH:19])=[O:18])=[O:8])[C:5]([OH:21])=[CH:4][CH:3]=1.[OH-].[Na+:23]. Product: [CH2:7]([OH:8])[CH3:6].[Cl:1][C:2]1[CH:20]=[C:6]([C:7]([NH:9][CH2:10][CH2:11][CH2:12][CH2:13][CH2:14][CH2:15][CH2:16][C:17]([O-:19])=[O:18])=[O:8])[C:5]([OH:21])=[CH:4][CH:3]=1.[Na+:23].[Na+:23].[Cl:1][C:2]1[CH:20]=[C:6]([C:7]([NH:9][CH2:10][CH2:11][CH2:12][CH2:13][CH2:14][CH2:15][CH2:16][C:17]([O-:19])=[O:18])=[O:8])[C:5]([OH:21])=[CH:4][CH:3]=1. The catalyst class is: 8. (2) Reactant: [C:1]1([S:7]([C:10]2[CH:17]=[CH:16][C:13]([CH:14]=[O:15])=[CH:12][CH:11]=2)(=[O:9])=[O:8])[CH:6]=[CH:5][CH:4]=[CH:3][CH:2]=1.CO.[BH4-].[Na+].O. Product: [C:1]1([S:7]([C:10]2[CH:11]=[CH:12][C:13]([CH2:14][OH:15])=[CH:16][CH:17]=2)(=[O:8])=[O:9])[CH:6]=[CH:5][CH:4]=[CH:3][CH:2]=1. The catalyst class is: 7. (3) Reactant: [Cl:1][C:2]1[CH:8]=[CH:7][C:5]([NH2:6])=[CH:4][C:3]=1[C:9]1[CH:14]=[CH:13][CH:12]=[CH:11][N:10]=1.[C:15]([O:19][C:20]([N:22]1[CH2:27][CH2:26][N:25]([C:28]2[CH:36]=[CH:35][C:31]([C:32](O)=[O:33])=[CH:30][CH:29]=2)[C:24](=[O:37])[CH2:23]1)=[O:21])([CH3:18])([CH3:17])[CH3:16]. Product: [Cl:1][C:2]1[CH:8]=[CH:7][C:5]([NH:6][C:32]([C:31]2[CH:30]=[CH:29][C:28]([N:25]3[CH2:26][CH2:27][N:22]([C:20]([O:19][C:15]([CH3:17])([CH3:16])[CH3:18])=[O:21])[CH2:23][C:24]3=[O:37])=[CH:36][CH:35]=2)=[O:33])=[CH:4][C:3]=1[C:9]1[CH:14]=[CH:13][CH:12]=[CH:11][N:10]=1. The catalyst class is: 13. (4) Reactant: [Cl:1][C:2]1[CH:3]=[C:4]([CH:9]=[CH:10][C:11]=1[N:12]1[CH2:17][CH2:16][CH2:15][CH2:14][C:13]1=[O:18])[C:5]([O:7]C)=[O:6].[OH-].[Li+]. Product: [Cl:1][C:2]1[CH:3]=[C:4]([CH:9]=[CH:10][C:11]=1[N:12]1[CH2:17][CH2:16][CH2:15][CH2:14][C:13]1=[O:18])[C:5]([OH:7])=[O:6]. The catalyst class is: 8. (5) Reactant: [CH2:1]([O:8][C:9]([C:11]1[CH:15]=[CH:14][S:13][C:12]=1[C:16]1[CH:21]=[CH:20][C:19]([C:22]2[CH:27]=[CH:26][C:25]([C:28]3([C:31]([O:33][CH2:34][CH3:35])=[O:32])[CH2:30][CH2:29]3)=[CH:24][CH:23]=2)=[CH:18][CH:17]=1)=[O:10])[C:2]1[CH:7]=[CH:6][CH:5]=[CH:4][CH:3]=1.[Cl:36]N1C(=O)CCC1=O.O. Product: [CH2:1]([O:8][C:9]([C:11]1[CH:15]=[C:14]([Cl:36])[S:13][C:12]=1[C:16]1[CH:21]=[CH:20][C:19]([C:22]2[CH:23]=[CH:24][C:25]([C:28]3([C:31]([O:33][CH2:34][CH3:35])=[O:32])[CH2:30][CH2:29]3)=[CH:26][CH:27]=2)=[CH:18][CH:17]=1)=[O:10])[C:2]1[CH:3]=[CH:4][CH:5]=[CH:6][CH:7]=1. The catalyst class is: 9. (6) Reactant: [C:1]([O:5][C:6]([N:8]([CH2:23][CH:24]1[CH2:26][CH2:25]1)[C@@H:9]1[CH2:11][C@H:10]1[C:12]1[CH:13]=[C:14]([CH:19]=[CH:20][C:21]=1[CH3:22])[C:15]([O:17]C)=[O:16])=[O:7])([CH3:4])([CH3:3])[CH3:2].[OH-].[Na+]. Product: [C:1]([O:5][C:6]([N:8]([CH2:23][CH:24]1[CH2:25][CH2:26]1)[C@@H:9]1[CH2:11][C@H:10]1[C:12]1[CH:13]=[C:14]([CH:19]=[CH:20][C:21]=1[CH3:22])[C:15]([OH:17])=[O:16])=[O:7])([CH3:4])([CH3:2])[CH3:3]. The catalyst class is: 200. (7) Reactant: [OH:1][C@@H:2]1[CH2:7][CH2:6][C@H:5]([C:8]([OH:10])=O)[CH2:4][CH2:3]1.CN(C(ON1N=[N:26][C:21]2[CH:22]=[CH:23][CH:24]=CC1=2)=[N+](C)C)C.[B-](F)(F)(F)F.[CH2:33]([N:35](CC)[CH2:36][CH3:37])[CH3:34]. Product: [CH:21]1([N:26]2[CH2:37][CH2:36][N:35]([C:8]([C@H:5]3[CH2:4][CH2:3][C@H:2]([OH:1])[CH2:7][CH2:6]3)=[O:10])[CH2:33][CH2:34]2)[CH2:22][CH2:23][CH2:24]1. The catalyst class is: 39. (8) Reactant: [CH3:1][C:2]1[CH:7]=[C:6]([NH:8][C:9]2[CH:14]=[C:13]([C:15]([F:18])([F:17])[F:16])[CH:12]=[CH:11][N:10]=2)[N:5]=[C:4]([C:19]([NH:21][NH2:22])=O)[CH:3]=1.[CH3:23][NH:24][C:25](=O)[CH3:26]. Product: [CH3:23][N:24]1[C:25]([CH3:26])=[N:22][N:21]=[C:19]1[C:4]1[N:5]=[C:6]([NH:8][C:9]2[CH:14]=[C:13]([C:15]([F:18])([F:17])[F:16])[CH:12]=[CH:11][N:10]=2)[CH:7]=[C:2]([CH3:1])[CH:3]=1. The catalyst class is: 10. (9) Reactant: [C:1]([O:5][C:6]([N:8]1[CH2:12][CH2:11][CH:10](O)[CH2:9]1)=[O:7])([CH3:4])([CH3:3])[CH3:2].ClC(Cl)(OC(=O)OC(Cl)(Cl)Cl)Cl.[NH2:26][C:27]1[CH:42]=[CH:41][CH:40]=[CH:39][C:28]=1[C:29]([NH:31][C:32]1[CH:37]=[CH:36][C:35]([Cl:38])=[CH:34][N:33]=1)=[O:30].[N-:43]=[C:44]=[O:45]. Product: [C:1]([O:5][C:6]([N:8]1[CH2:12][CH2:11][CH:10]([NH:43][C:44]([NH:26][C:27]2[CH:42]=[CH:41][CH:40]=[CH:39][C:28]=2[C:29]([NH:31][C:32]2[CH:37]=[CH:36][C:35]([Cl:38])=[CH:34][N:33]=2)=[O:30])=[O:45])[CH2:9]1)=[O:7])([CH3:4])([CH3:3])[CH3:2]. The catalyst class is: 347. (10) Reactant: [C:1]([N:8]1[CH:12]=[CH:11][N:10]=[CH:9]1)([N:3]1[CH:7]=[CH:6]N=[CH:4]1)=[O:2].[CH:13]1[C:18]2[C:19]3C[CH2:26][CH:25]=[CH:24][C:20]=3C=CN[C:17]=2[CH:16]=[CH:15][CH:14]=1.[H-].[Na+].C(Cl)Cl. Product: [N:8]1([C:1]([N:3]2[C:4]3[CH:26]=[CH:25][CH:24]=[CH:20][C:19]=3[C:18]3[CH2:13][CH2:14][CH:15]=[CH:16][C:17]=3[CH:6]=[CH:7]2)=[O:2])[CH:12]=[CH:11][N:10]=[CH:9]1. The catalyst class is: 36.